This data is from Peptide-MHC class I binding affinity with 185,985 pairs from IEDB/IMGT. The task is: Regression. Given a peptide amino acid sequence and an MHC pseudo amino acid sequence, predict their binding affinity value. This is MHC class I binding data. (1) The peptide sequence is GRFKLIVLY. The MHC is Gogo-B0101 with pseudo-sequence Gogo-B0101. The binding affinity (normalized) is 0.257. (2) The peptide sequence is IRSCWRYRK. The MHC is HLA-A01:01 with pseudo-sequence HLA-A01:01. The binding affinity (normalized) is 0.0847. (3) The peptide sequence is KLINTLFHA. The MHC is HLA-B46:01 with pseudo-sequence HLA-B46:01. The binding affinity (normalized) is 0.0847. (4) The peptide sequence is HCALLDCIMY. The MHC is HLA-A24:02 with pseudo-sequence HLA-A24:02. The binding affinity (normalized) is 0.